From a dataset of Catalyst prediction with 721,799 reactions and 888 catalyst types from USPTO. Predict which catalyst facilitates the given reaction. (1) Reactant: [N:1]1[N:2]([C:6]2[CH:11]=[CH:10][CH:9]=[CH:8][C:7]=2[C:12]([N:14]2[CH2:19][C@H:18]([O:20][C:21]3[CH:26]=[C:25]([OH:27])[CH:24]=[CH:23][N:22]=3)[CH2:17][CH2:16][C@H:15]2[CH3:28])=[O:13])[N:3]=[CH:4][CH:5]=1.C(=O)([O-])[O-].[K+].[K+].Cl[C:36]([F:41])([F:40])C([O-])=O.[Na+]. The catalyst class is: 3. Product: [N:1]1[N:2]([C:6]2[CH:11]=[CH:10][CH:9]=[CH:8][C:7]=2[C:12]([N:14]2[CH2:19][C@H:18]([O:20][C:21]3[CH:26]=[C:25]([O:27][CH:36]([F:41])[F:40])[CH:24]=[CH:23][N:22]=3)[CH2:17][CH2:16][C@H:15]2[CH3:28])=[O:13])[N:3]=[CH:4][CH:5]=1. (2) Reactant: [CH3:1][C:2]([OH:16])([CH3:15])[CH2:3][C:4]1[CH:9]=[CH:8][C:7]([O:10][C:11]([F:14])([F:13])[F:12])=[CH:6][CH:5]=1.[H-].[Na+].[CH3:19]I.O. Product: [CH3:19][O:16][C:2]([CH3:1])([CH3:15])[CH2:3][C:4]1[CH:5]=[CH:6][C:7]([O:10][C:11]([F:12])([F:13])[F:14])=[CH:8][CH:9]=1. The catalyst class is: 9. (3) Reactant: Br[C:2]1[C:3]([N:9]([C:17]([O:19][C:20]([CH3:23])([CH3:22])[CH3:21])=[O:18])[C:10]([O:12][C:13]([CH3:16])([CH3:15])[CH3:14])=[O:11])=[N:4][CH:5]=[CH:6][C:7]=1[CH3:8].[CH3:24]B(O)O.C([O-])([O-])=O.[Cs+].[Cs+]. Product: [CH3:24][C:2]1[C:3]([N:9]([C:17]([O:19][C:20]([CH3:23])([CH3:22])[CH3:21])=[O:18])[C:10]([O:12][C:13]([CH3:16])([CH3:15])[CH3:14])=[O:11])=[N:4][CH:5]=[CH:6][C:7]=1[CH3:8]. The catalyst class is: 104.